Dataset: NCI-60 drug combinations with 297,098 pairs across 59 cell lines. Task: Regression. Given two drug SMILES strings and cell line genomic features, predict the synergy score measuring deviation from expected non-interaction effect. (1) Drug 1: CS(=O)(=O)C1=CC(=C(C=C1)C(=O)NC2=CC(=C(C=C2)Cl)C3=CC=CC=N3)Cl. Drug 2: CCCCCOC(=O)NC1=NC(=O)N(C=C1F)C2C(C(C(O2)C)O)O. Cell line: NCI/ADR-RES. Synergy scores: CSS=11.4, Synergy_ZIP=-1.88, Synergy_Bliss=1.11, Synergy_Loewe=-3.46, Synergy_HSA=0.585. (2) Drug 1: C1CN(P(=O)(OC1)NCCCl)CCCl. Drug 2: CC1C(C(CC(O1)OC2CC(CC3=C2C(=C4C(=C3O)C(=O)C5=C(C4=O)C(=CC=C5)OC)O)(C(=O)CO)O)N)O.Cl. Cell line: CAKI-1. Synergy scores: CSS=29.0, Synergy_ZIP=-1.01, Synergy_Bliss=-2.14, Synergy_Loewe=-27.8, Synergy_HSA=-0.867. (3) Drug 1: CC12CCC(CC1=CCC3C2CCC4(C3CC=C4C5=CN=CC=C5)C)O. Drug 2: CCC(=C(C1=CC=CC=C1)C2=CC=C(C=C2)OCCN(C)C)C3=CC=CC=C3.C(C(=O)O)C(CC(=O)O)(C(=O)O)O. Cell line: HL-60(TB). Synergy scores: CSS=6.55, Synergy_ZIP=9.22, Synergy_Bliss=6.29, Synergy_Loewe=-0.472, Synergy_HSA=0.911. (4) Drug 1: CC(C1=C(C=CC(=C1Cl)F)Cl)OC2=C(N=CC(=C2)C3=CN(N=C3)C4CCNCC4)N. Drug 2: C1=NC2=C(N=C(N=C2N1C3C(C(C(O3)CO)O)F)Cl)N. Cell line: HCC-2998. Synergy scores: CSS=26.2, Synergy_ZIP=-6.31, Synergy_Bliss=-10.7, Synergy_Loewe=-16.7, Synergy_HSA=-9.93. (5) Drug 1: C1=CC(=CC=C1C#N)C(C2=CC=C(C=C2)C#N)N3C=NC=N3. Drug 2: CC1C(C(CC(O1)OC2CC(CC3=C2C(=C4C(=C3O)C(=O)C5=C(C4=O)C(=CC=C5)OC)O)(C(=O)CO)O)N)O.Cl. Cell line: SW-620. Synergy scores: CSS=33.3, Synergy_ZIP=-3.88, Synergy_Bliss=-3.20, Synergy_Loewe=-3.12, Synergy_HSA=-0.803. (6) Drug 1: CC1CCC2CC(C(=CC=CC=CC(CC(C(=O)C(C(C(=CC(C(=O)CC(OC(=O)C3CCCCN3C(=O)C(=O)C1(O2)O)C(C)CC4CCC(C(C4)OC)O)C)C)O)OC)C)C)C)OC. Drug 2: C(CC(=O)O)C(=O)CN.Cl. Cell line: MCF7. Synergy scores: CSS=30.1, Synergy_ZIP=-2.02, Synergy_Bliss=4.12, Synergy_Loewe=3.77, Synergy_HSA=3.94. (7) Drug 1: C1CCC(C1)C(CC#N)N2C=C(C=N2)C3=C4C=CNC4=NC=N3. Drug 2: C1=CC(=CC=C1CCCC(=O)O)N(CCCl)CCCl. Cell line: MALME-3M. Synergy scores: CSS=11.6, Synergy_ZIP=-5.57, Synergy_Bliss=0.977, Synergy_Loewe=-2.92, Synergy_HSA=-0.357.